This data is from Forward reaction prediction with 1.9M reactions from USPTO patents (1976-2016). The task is: Predict the product of the given reaction. (1) Given the reactants [C:1]([N:8]1[CH2:15][C@@H:14]([F:16])[CH2:13][C@H:9]1[C:10](O)=[O:11])([O:3][C:4]([CH3:7])([CH3:6])[CH3:5])=[O:2].O.C(=O)([O-])[O-].[K+].[K+], predict the reaction product. The product is: [F:16][C@@H:14]1[CH2:15][N:8]([C:1]([O:3][C:4]([CH3:5])([CH3:6])[CH3:7])=[O:2])[C@H:9]([CH2:10][OH:11])[CH2:13]1. (2) Given the reactants [C:1]([O:9][CH2:10][CH2:11][CH2:12][CH3:13])(=[O:8])[C:2]1[CH:7]=[CH:6][CH:5]=[N:4][CH:3]=1.O.[C:15](O)(=[O:17])[CH3:16], predict the reaction product. The product is: [C:15]([C:3]1[CH:2]=[CH:7][CH:6]=[CH:5][N:4]=1)(=[O:17])[CH3:16].[C:1]([O:9][CH2:10][CH2:11][CH2:12][CH3:13])(=[O:8])[C:2]1[CH:7]=[CH:6][CH:5]=[N:4][CH:3]=1. (3) Given the reactants [Br:1][C:2]1[CH:3]=[CH:4][C:5]([NH:11][C:12](=[O:31])[C:13]2[CH:18]=[CH:17][CH:16]=[C:15]([S:19]([N:22]([C:24]3[CH:29]=[CH:28][C:27]([Cl:30])=[CH:26][CH:25]=3)[CH3:23])(=[O:21])=[O:20])[CH:14]=2)=[C:6]([CH:10]=1)[C:7](O)=[O:8].C(N1C=CN=C1)(N1C=CN=C1)=O.[CH3:44][C:45]1[CH:46]=[CH:47][C:48]([S:51]([NH2:54])(=[O:53])=[O:52])=[CH:49][CH:50]=1.C1COCC1, predict the reaction product. The product is: [Br:1][C:2]1[CH:3]=[CH:4][C:5]([NH:11][C:12](=[O:31])[C:13]2[CH:18]=[CH:17][CH:16]=[C:15]([S:19]([N:22]([C:24]3[CH:29]=[CH:28][C:27]([Cl:30])=[CH:26][CH:25]=3)[CH3:23])(=[O:20])=[O:21])[CH:14]=2)=[C:6]([C:7]([NH:54][S:51]([C:48]2[CH:49]=[CH:50][C:45]([CH3:44])=[CH:46][CH:47]=2)(=[O:52])=[O:53])=[O:8])[CH:10]=1. (4) Given the reactants [OH-].[Na+].C1COCC1.[CH3:8][O:9][CH:10]([O:30][CH3:31])[C:11]1[CH:16]=[CH:15][C:14]([C:17]#[C:18][C:19]2[CH:29]=[CH:28][C:22]([C:23]([O:25]CC)=[O:24])=[CH:21][CH:20]=2)=[CH:13][CH:12]=1, predict the reaction product. The product is: [CH3:31][O:30][CH:10]([O:9][CH3:8])[C:11]1[CH:12]=[CH:13][C:14]([C:17]#[C:18][C:19]2[CH:20]=[CH:21][C:22]([C:23]([OH:25])=[O:24])=[CH:28][CH:29]=2)=[CH:15][CH:16]=1. (5) Given the reactants [CH2:1]([O:3][C:4]1[C:9]([C:10]2[NH:15][C:14](=[O:16])[C:13]3=[C:17]([CH3:23])[N:18]=[C:19]([CH2:20][CH2:21][CH3:22])[N:12]3[N:11]=2)=[CH:8][C:7]([S:24](Cl)(=[O:26])=[O:25])=[C:6]([O:28][CH3:29])[CH:5]=1)[CH3:2].CN(C1C=CC=CN=1)C.[CH3:39][N:40]1[CH2:45][CH2:44][NH:43][CH2:42][CH2:41]1, predict the reaction product. The product is: [CH2:1]([O:3][C:4]1[CH:5]=[C:6]([O:28][CH3:29])[C:7]([S:24]([N:43]2[CH2:44][CH2:45][N:40]([CH3:39])[CH2:41][CH2:42]2)(=[O:26])=[O:25])=[CH:8][C:9]=1[C:10]1[NH:15][C:14](=[O:16])[C:13]2=[C:17]([CH3:23])[N:18]=[C:19]([CH2:20][CH2:21][CH3:22])[N:12]2[N:11]=1)[CH3:2]. (6) Given the reactants [OH:1][C:2]1[CH:3]=[C:4]2[C:8](=[CH:9][CH:10]=1)[NH:7][CH:6]=[C:5]2[CH2:11][C:12]([OH:14])=O.CN(C(ON1N=NC2C=CC=NC1=2)=[N+](C)C)C.F[P-](F)(F)(F)(F)F.C(N(CC)C(C)C)(C)C.[CH3:48][C:49]([CH3:69])=[CH:50][CH2:51][CH2:52]/[C:53](/[CH3:68])=[CH:54]/[CH2:55][CH2:56]/[C:57](/[CH3:67])=[CH:58]/[CH2:59][S:60][CH2:61][C@H:62]([NH2:66])[C:63]([OH:65])=[O:64], predict the reaction product. The product is: [OH:1][C:2]1[CH:3]=[C:4]2[C:8](=[CH:9][CH:10]=1)[NH:7][CH:6]=[C:5]2[CH2:11][C:12]([NH:66][C@@H:62]([CH2:61][S:60][CH2:59]/[CH:58]=[C:57](\[CH3:67])/[CH2:56][CH2:55]/[CH:54]=[C:53](\[CH3:68])/[CH2:52][CH2:51][CH:50]=[C:49]([CH3:69])[CH3:48])[C:63]([OH:65])=[O:64])=[O:14]. (7) The product is: [C:13]([CH:15]([NH:20][C:21]([CH:23]1[CH2:28][CH2:27][CH2:26][CH2:25][CH:24]1[NH:29][C:30]([C:32]1[N:33]([CH2:42][CH2:43][CH2:44][N:1]2[CH2:6][CH2:5][O:4][CH2:3][CH2:2]2)[C:34]2[C:39]([CH:40]=1)=[CH:38][CH:37]=[C:36]([Cl:41])[CH:35]=2)=[O:31])=[O:22])[CH2:16][CH:17]([CH3:19])[CH3:18])#[N:14]. Given the reactants [NH:1]1[CH2:6][CH2:5][O:4][CH2:3][CH2:2]1.C(=O)([O-])[O-].[K+].[K+].[C:13]([CH:15]([NH:20][C:21]([CH:23]1[CH2:28][CH2:27][CH2:26][CH2:25][CH:24]1[NH:29][C:30]([C:32]1[N:33]([CH2:42][CH2:43][CH2:44]Cl)[C:34]2[C:39]([CH:40]=1)=[CH:38][CH:37]=[C:36]([Cl:41])[CH:35]=2)=[O:31])=[O:22])[CH2:16][CH:17]([CH3:19])[CH3:18])#[N:14], predict the reaction product. (8) Given the reactants [OH:1][C:2]1([CH2:15][CH:16]=O)[CH2:14][CH2:13][C:5]2([O:10][CH2:9][C:8]([CH3:12])([CH3:11])[CH2:7][O:6]2)[CH2:4][CH2:3]1.[F:18][C:19]1[CH:20]=[C:21]([C@@H:26]([NH2:28])[CH3:27])[CH:22]=[CH:23][C:24]=1[F:25], predict the reaction product. The product is: [F:18][C:19]1[CH:20]=[C:21]([C@@H:26]([NH:28][CH2:16][CH2:15][C:2]2([OH:1])[CH2:3][CH2:4][C:5]3([O:10][CH2:9][C:8]([CH3:12])([CH3:11])[CH2:7][O:6]3)[CH2:13][CH2:14]2)[CH3:27])[CH:22]=[CH:23][C:24]=1[F:25]. (9) Given the reactants [Li+].[OH-].[O-]S(S([O-])=O)=O.[Na+].[Na+].[C:11]([O-:14])([O-])=O.[K+].[K+].CCN=C=NC[CH2:23][CH2:24]N(C)C.[CH:28]1[CH:29]=[CH:30][C:31]2[N:36](O)N=N[C:32]=2[CH:33]=1.[ClH:38].[CH2:39]1[CH2:43][O:42][CH2:41][CH2:40]1, predict the reaction product. The product is: [Cl:38][C:29]1[CH:28]=[CH:33][C:32]2[O:42][C:43]3[CH:39]=[CH:40][CH:41]=[CH:24][C:23]=3[C:11](=[O:14])[NH:36][C:31]=2[CH:30]=1.